From a dataset of Forward reaction prediction with 1.9M reactions from USPTO patents (1976-2016). Predict the product of the given reaction. (1) The product is: [CH3:17][N:13]1[C:12]2[CH:18]=[C:19]3[C:20]4([C:28]5[C:23](=[CH:24][CH:25]=[CH:26][CH:27]=5)[N:22]([CH2:29][C:30]5[O:31][C:32]([C:35]([F:38])([F:37])[F:36])=[CH:33][CH:34]=5)[C:21]4=[O:39])[CH2:2][O:8][C:9]3=[CH:10][C:11]=2[O:16][CH2:15][CH2:14]1. Given the reactants F[C:2](F)(F)C(O)=O.[OH:8][C:9]1[C:19]([CH:20]2[C:28]3[C:23](=[CH:24][CH:25]=[CH:26][CH:27]=3)[N:22]([CH2:29][C:30]3[O:31][C:32]([C:35]([F:38])([F:37])[F:36])=[CH:33][CH:34]=3)[C:21]2=[O:39])=[CH:18][C:12]2[N:13]([CH3:17])[CH2:14][CH2:15][O:16][C:11]=2[CH:10]=1.C1(C(C2C=CC=CC=2)N2C3C(=CC=CC=3)C(C3C=C(C)C(OC)=CC=3O)C2=O)C=CC=CC=1, predict the reaction product. (2) Given the reactants [Cl:1][C:2]1[CH:3]=[C:4]([CH:25]=[CH:26][C:27]=1[Cl:28])[O:5][C:6]1[CH:11]=[CH:10][CH:9]=[CH:8][C:7]=1[NH:12][S:13]([C:16]1[CH:24]=[CH:23][C:19]([C:20](O)=[O:21])=[CH:18][CH:17]=1)(=[O:15])=[O:14].Cl.Cl.Cl.[N:32]1([CH:38]2[CH2:43][CH2:42][N:41]([CH2:44][CH2:45][CH2:46][NH2:47])[CH2:40][CH2:39]2)[CH2:37][CH2:36][CH2:35][CH2:34][CH2:33]1, predict the reaction product. The product is: [N:32]1([CH:38]2[CH2:43][CH2:42][N:41]([CH2:44][CH2:45][CH2:46][NH:47][C:20](=[O:21])[C:19]3[CH:18]=[CH:17][C:16]([S:13](=[O:15])(=[O:14])[NH:12][C:7]4[CH:8]=[CH:9][CH:10]=[CH:11][C:6]=4[O:5][C:4]4[CH:25]=[CH:26][C:27]([Cl:28])=[C:2]([Cl:1])[CH:3]=4)=[CH:24][CH:23]=3)[CH2:40][CH2:39]2)[CH2:37][CH2:36][CH2:35][CH2:34][CH2:33]1. (3) Given the reactants [CH3:1][N:2]([C@@H:10]([CH2:23][C@@H:24]1[CH2:29][CH2:28][CH2:27][O:26][CH2:25]1)[CH2:11][NH:12]C(OCC1C=CC=CC=1)=O)[C:3](=[O:9])[O:4][C:5]([CH3:8])([CH3:7])[CH3:6].[H][H], predict the reaction product. The product is: [NH2:12][CH2:11][C@@H:10]([N:2]([CH3:1])[C:3](=[O:9])[O:4][C:5]([CH3:6])([CH3:8])[CH3:7])[CH2:23][C@@H:24]1[CH2:29][CH2:28][CH2:27][O:26][CH2:25]1. (4) Given the reactants FC1(F)CC1C[N:6]1CCN(C2SC(C(O)=O)=C(C)N=2)C1=O.[F:22][C:23]1([F:42])[CH2:25][CH:24]1[CH2:26][N:27]1[C:31](=[O:32])[N:30]([C:33]2[S:34][C:35]([C:39](O)=[O:40])=[C:36]([CH3:38])[N:37]=2)[CH:29]=[N:28]1.[Cl-].[NH4+], predict the reaction product. The product is: [F:22][C:23]1([F:42])[CH2:25][CH:24]1[CH2:26][N:27]1[C:31](=[O:32])[N:30]([C:33]2[S:34][C:35]([C:39]([NH2:6])=[O:40])=[C:36]([CH3:38])[N:37]=2)[CH:29]=[N:28]1. (5) The product is: [C:1]([O:5][C:6]([N:8]1[CH:13]([CH2:14][O:15][CH3:44])[CH2:12][CH:11]([N:16]([CH2:21][C:22]2[CH:23]=[C:24]([C:32]([F:35])([F:33])[F:34])[CH:25]=[C:26]([C:28]([F:29])([F:30])[F:31])[CH:27]=2)[C:17]([O:19][CH3:20])=[O:18])[CH2:10][CH:9]1[CH2:36][C:37]1[CH:38]=[CH:39][CH:40]=[CH:41][CH:42]=1)=[O:7])([CH3:4])([CH3:2])[CH3:3]. Given the reactants [C:1]([O:5][C:6]([N:8]1[CH:13]([CH2:14][OH:15])[CH2:12][CH:11]([N:16]([CH2:21][C:22]2[CH:27]=[C:26]([C:28]([F:31])([F:30])[F:29])[CH:25]=[C:24]([C:32]([F:35])([F:34])[F:33])[CH:23]=2)[C:17]([O:19][CH3:20])=[O:18])[CH2:10][CH:9]1[CH2:36][C:37]1[CH:42]=[CH:41][CH:40]=[CH:39][CH:38]=1)=[O:7])([CH3:4])([CH3:3])[CH3:2].I[CH3:44], predict the reaction product. (6) Given the reactants [Cl:1][C:2]1[C:7]2[N:8]=[N:9][N:10]([CH2:13][C:14]([OH:16])=O)[C:11](=[O:12])[C:6]=2[CH:5]=[CH:4][CH:3]=1.[C:17]1([CH3:26])[CH:22]=[CH:21][C:20]([C@@H:23]([NH2:25])[CH3:24])=[CH:19][CH:18]=1, predict the reaction product. The product is: [Cl:1][C:2]1[C:7]2[N:8]=[N:9][N:10]([CH2:13][C:14]([NH:25][C@H:23]([C:20]3[CH:21]=[CH:22][C:17]([CH3:26])=[CH:18][CH:19]=3)[CH3:24])=[O:16])[C:11](=[O:12])[C:6]=2[CH:5]=[CH:4][CH:3]=1. (7) Given the reactants [F:1][C:2]([F:15])([F:14])[S:3]([O:6]S(C(F)(F)F)(=O)=O)(=[O:5])=[O:4].O[C:17]1[C:25]2[N:24]=[C:23]3[C:26]4([N:48]([C:51]([O:53][C:54]([CH3:57])([CH3:56])[CH3:55])=[O:52])[C:49](=[O:50])[N:22]3[C:21]=2[CH:20]=[CH:19][CH:18]=1)[CH2:31][CH2:30][N:29]([C:32]1[C:37]2[CH:38]=[CH:39][N:40]([C:41]([O:43][C:44]([CH3:47])([CH3:46])[CH3:45])=[O:42])[C:36]=2[N:35]=[CH:34][N:33]=1)[CH2:28][CH2:27]4.C(N(C(C)C)C(C)C)C, predict the reaction product. The product is: [CH3:47][C:44]([O:43][C:41]([N:40]1[C:36]2[N:35]=[CH:34][N:33]=[C:32]([N:29]3[CH2:28][CH2:27][C:26]4([C:23]5=[N:24][C:25]6[C:17]([O:6][S:3]([C:2]([F:15])([F:14])[F:1])(=[O:5])=[O:4])=[CH:18][CH:19]=[CH:20][C:21]=6[N:22]5[C:49](=[O:50])[N:48]4[C:51]([O:53][C:54]([CH3:57])([CH3:56])[CH3:55])=[O:52])[CH2:31][CH2:30]3)[C:37]=2[CH:38]=[CH:39]1)=[O:42])([CH3:45])[CH3:46].